Task: Predict the reaction yield, written as a fraction of the theoretical maximum amount of product (1.0 means a 100% yield; for example, 0.34 means a 34% yield).. Dataset: Reaction yield outcomes from USPTO patents with 853,638 reactions (1) The reactants are [CH2:1]([O:3][C:4]([C:6]1[C:11]([C:12]#[N:13])=[CH:10][CH:9]=[C:8]([O:14][C:15]2[CH:20]=[CH:19][C:18](Br)=[C:17]([CH:22]=[O:23])[CH:16]=2)[N:7]=1)=[O:5])[CH3:2].[B:24]1([B:24]2[O:28][C:27]([CH3:30])([CH3:29])[C:26]([CH3:32])([CH3:31])[O:25]2)[O:28][C:27]([CH3:30])([CH3:29])[C:26]([CH3:32])([CH3:31])[O:25]1.C([O-])(=O)C.[K+]. The catalyst is O1CCOCC1.C1C=CC(P(C2C=CC=CC=2)[C-]2C=CC=C2)=CC=1.C1C=CC(P(C2C=CC=CC=2)[C-]2C=CC=C2)=CC=1.Cl[Pd]Cl.[Fe+2]. The product is [CH2:1]([O:3][C:4]([C:6]1[C:11]([C:12]#[N:13])=[CH:10][CH:9]=[C:8]([O:14][C:15]2[CH:20]=[CH:19][C:18]([B:24]3[O:28][C:27]([CH3:30])([CH3:29])[C:26]([CH3:32])([CH3:31])[O:25]3)=[C:17]([CH:22]=[O:23])[CH:16]=2)[N:7]=1)=[O:5])[CH3:2]. The yield is 0.290. (2) The reactants are [N:1]1([C:7]([O:9][C:10]([CH3:13])([CH3:12])[CH3:11])=[O:8])[CH2:6][CH2:5][NH:4][CH2:3][CH2:2]1.C([O-])([O-])=O.[Cs+].[Cs+].Br[CH2:21][CH2:22][C:23]([O:25][CH3:26])=[O:24].O. The catalyst is CN(C=O)C.CCOC(C)=O. The yield is 0.740. The product is [CH3:26][O:25][C:23](=[O:24])[CH2:22][CH2:21][N:4]1[CH2:5][CH2:6][N:1]([C:7]([O:9][C:10]([CH3:13])([CH3:12])[CH3:11])=[O:8])[CH2:2][CH2:3]1. (3) The reactants are [CH3:1][C:2]1[CH:15]=[CH:14][C:5]([CH2:6][N:7]2[CH2:12][CH2:11][C:10](=O)[CH2:9][CH2:8]2)=[CH:4][CH:3]=1.C([O-])(=O)C.[NH4+].C([BH3-])#[N:22].[Na+]. The catalyst is CO. The product is [CH3:1][C:2]1[CH:15]=[CH:14][C:5]([CH2:6][N:7]2[CH2:12][CH2:11][CH:10]([NH2:22])[CH2:9][CH2:8]2)=[CH:4][CH:3]=1. The yield is 0.480. (4) The reactants are [NH2:1][C:2]1[CH:25]=[CH:24][C:5]([O:6][C:7]2[C:16]3[C:11](=[CH:12][C:13]([O:19][CH2:20][CH2:21][O:22][CH3:23])=[C:14]([C:17]#[N:18])[CH:15]=3)[N:10]=[CH:9][CH:8]=2)=[CH:4][CH:3]=1.[F:26][C:27]1[CH:32]=[CH:31][C:30]([N:33]=[C:34]=[O:35])=[CH:29][CH:28]=1. The catalyst is C1(C)C=CC=CC=1. The product is [C:17]([C:14]1[CH:15]=[C:16]2[C:11](=[CH:12][C:13]=1[O:19][CH2:20][CH2:21][O:22][CH3:23])[N:10]=[CH:9][CH:8]=[C:7]2[O:6][C:5]1[CH:4]=[CH:3][C:2]([NH:1][C:34]([NH:33][C:30]2[CH:31]=[CH:32][C:27]([F:26])=[CH:28][CH:29]=2)=[O:35])=[CH:25][CH:24]=1)#[N:18]. The yield is 0.964. (5) The reactants are Cl[C:2]1[N:7]=[N:6][C:5]([N:8]2[CH2:13][CH2:12][N:11]([C:14]([C:16]3[CH:21]=[CH:20][CH:19]=[CH:18][C:17]=3[C:22]([F:25])([F:24])[F:23])=[O:15])[CH2:10][CH2:9]2)=[CH:4][CH:3]=1.[C:26]1([CH2:32][CH2:33][SH:34])[CH:31]=[CH:30][CH:29]=[CH:28][CH:27]=1.[OH-].[Na+]. The catalyst is O1CCOCC1.O. The product is [CH2:33]([S:34][C:2]1[N:7]=[N:6][C:5]([N:8]2[CH2:13][CH2:12][N:11]([C:14]([C:16]3[CH:21]=[CH:20][CH:19]=[CH:18][C:17]=3[C:22]([F:25])([F:24])[F:23])=[O:15])[CH2:10][CH2:9]2)=[CH:4][CH:3]=1)[CH2:32][C:26]1[CH:31]=[CH:30][CH:29]=[CH:28][CH:27]=1. The yield is 0.437. (6) The product is [OH:4][CH2:5][C:6]1[C:7]([N:27]2[CH2:38][CH2:37][N:36]3[C:35]4[CH2:34][C:33]([CH3:39])([CH3:40])[CH2:32][C:31]=4[CH:30]=[C:29]3[C:28]2=[O:41])=[N:8][CH:9]=[CH:10][C:11]=1[C:12]1[CH:17]=[C:16]([NH:18][C:19]2[CH:24]=[N:23][CH:22]=[CH:21][N:20]=2)[C:15](=[O:25])[N:14]([CH3:26])[CH:13]=1. The reactants are C([O:4][CH2:5][C:6]1[C:7]([N:27]2[CH2:38][CH2:37][N:36]3[C:29](=[CH:30][C:31]4[CH2:32][C:33]([CH3:40])([CH3:39])[CH2:34][C:35]=43)[C:28]2=[O:41])=[N:8][CH:9]=[CH:10][C:11]=1[C:12]1[CH:17]=[C:16]([NH:18][C:19]2[CH:24]=[N:23][CH:22]=[CH:21][N:20]=2)[C:15](=[O:25])[N:14]([CH3:26])[CH:13]=1)(=O)C.[OH-].[Li+]. The catalyst is C(O)(C)C.C1COCC1.O. The yield is 0.350. (7) The reactants are Br[C:2]1[CH:3]=[C:4]([C:8]2[N:9]=[C:10]3[CH:15]=[CH:14][CH:13]=[CH:12][N:11]3[CH:16]=2)[CH:5]=[N:6][CH:7]=1.[F:17][C:18]1[CH:23]=[CH:22][C:21]([C:24]2[O:25][C:26]3[CH:36]=[C:35]([N:37]([CH3:42])[S:38]([CH3:41])(=[O:40])=[O:39])[C:34](B4OC(C)(C)C(C)(C)O4)=[CH:33][C:27]=3[C:28]=2[C:29]([NH:31][CH3:32])=[O:30])=[CH:20][CH:19]=1.[O-]P([O-])([O-])=O.[K+].[K+].[K+]. The catalyst is O1CCOCC1.C1C=CC(P(C2C=CC=CC=2)[C-]2C=CC=C2)=CC=1.C1C=CC(P(C2C=CC=CC=2)[C-]2C=CC=C2)=CC=1.Cl[Pd]Cl.[Fe+2]. The product is [F:17][C:18]1[CH:23]=[CH:22][C:21]([C:24]2[O:25][C:26]3[CH:36]=[C:35]([N:37]([CH3:42])[S:38]([CH3:41])(=[O:39])=[O:40])[C:34]([C:2]4[CH:7]=[N:6][CH:5]=[C:4]([C:8]5[N:9]=[C:10]6[CH:15]=[CH:14][CH:13]=[CH:12][N:11]6[CH:16]=5)[CH:3]=4)=[CH:33][C:27]=3[C:28]=2[C:29]([NH:31][CH3:32])=[O:30])=[CH:20][CH:19]=1. The yield is 0.341.